This data is from Forward reaction prediction with 1.9M reactions from USPTO patents (1976-2016). The task is: Predict the product of the given reaction. (1) Given the reactants [C:1]([O:5][C:6](=[O:36])[CH2:7][CH:8]([NH:15][S:16]([C:19]1[CH:24]=[CH:23][C:22]([N+:25]([O-])=O)=[CH:21][C:20]=1[O:28][CH2:29][C:30]1[CH:35]=[CH:34][CH:33]=[CH:32][CH:31]=1)(=[O:18])=[O:17])[C:9]([N:11]([O:13][CH3:14])[CH3:12])=[O:10])([CH3:4])([CH3:3])[CH3:2], predict the reaction product. The product is: [C:1]([O:5][C:6](=[O:36])[CH2:7][CH:8]([NH:15][S:16]([C:19]1[CH:24]=[CH:23][C:22]([NH2:25])=[CH:21][C:20]=1[O:28][CH2:29][C:30]1[CH:35]=[CH:34][CH:33]=[CH:32][CH:31]=1)(=[O:18])=[O:17])[C:9]([N:11]([O:13][CH3:14])[CH3:12])=[O:10])([CH3:4])([CH3:2])[CH3:3]. (2) Given the reactants [O:1]([C:8]1[CH:29]=[CH:28][C:11]([O:12][C:13]2[C:14]3[N:21]([CH2:22][CH:23]4[CH2:27][CH2:26][NH:25][CH2:24]4)[CH:20]=[CH:19][C:15]=3[N:16]=[CH:17][N:18]=2)=[CH:10][CH:9]=1)[C:2]1[CH:7]=[CH:6][CH:5]=[CH:4][CH:3]=1.C(=O)(O)[O-].[Na+].[C:35](Br)#[N:36], predict the reaction product. The product is: [O:1]([C:8]1[CH:29]=[CH:28][C:11]([O:12][C:13]2[C:14]3[N:21]([CH2:22][CH:23]4[CH2:27][CH2:26][N:25]([C:35]#[N:36])[CH2:24]4)[CH:20]=[CH:19][C:15]=3[N:16]=[CH:17][N:18]=2)=[CH:10][CH:9]=1)[C:2]1[CH:7]=[CH:6][CH:5]=[CH:4][CH:3]=1. (3) Given the reactants [CH3:1][C@@H:2]1[CH2:7][CH2:6][C@H:5]([O:8][C:9]2[C:10]([C:21]([F:24])([F:23])[F:22])=[C:11]3[C:16](=[CH:17][CH:18]=2)[CH:15]=[C:14]([CH:19]=O)[CH:13]=[CH:12]3)[CH2:4][CH2:3]1.Cl.[NH:26]1[CH2:31][CH2:30][O:29][CH:28]([CH2:32][C:33]([O:35]C)=[O:34])[CH2:27]1.C(O[BH-](OC(=O)C)OC(=O)C)(=O)C.[Na+].C(O)(=O)C.[OH-].[Na+].O, predict the reaction product. The product is: [CH3:1][C@@H:2]1[CH2:3][CH2:4][C@H:5]([O:8][C:9]2[C:10]([C:21]([F:22])([F:23])[F:24])=[C:11]3[C:16](=[CH:17][CH:18]=2)[CH:15]=[C:14]([CH2:19][N:26]2[CH2:31][CH2:30][O:29][CH:28]([CH2:32][C:33]([OH:35])=[O:34])[CH2:27]2)[CH:13]=[CH:12]3)[CH2:6][CH2:7]1. (4) Given the reactants CO[C:3](=[O:25])[C:4]1[CH:9]=[CH:8][C:7]([O:10][CH2:11][C:12]2[C:13]([C:18]3[CH:23]=[CH:22][CH:21]=[CH:20][C:19]=3[F:24])=[N:14][O:15][C:16]=2[CH3:17])=[N:6][CH:5]=1.[CH:26]([NH2:29])([CH3:28])[CH3:27], predict the reaction product. The product is: [F:24][C:19]1[CH:20]=[CH:21][CH:22]=[CH:23][C:18]=1[C:13]1[C:12]([CH2:11][O:10][C:7]2[CH:8]=[CH:9][C:4]([C:3]([NH:29][CH:26]([CH3:28])[CH3:27])=[O:25])=[CH:5][N:6]=2)=[C:16]([CH3:17])[O:15][N:14]=1. (5) Given the reactants [CH3:1][C:2]1([CH3:10])[CH2:7][CH:6]([CH3:8])[CH2:5][C:4](=[O:9])[CH2:3]1.C([O-])([O-])O[CH2:13][CH3:14].[H][H], predict the reaction product. The product is: [CH2:13]([O:9][CH:4]1[CH2:5][CH:6]([CH3:8])[CH2:7][C:2]([CH3:10])([CH3:1])[CH2:3]1)[CH3:14]. (6) Given the reactants [Cl:1][C:2]1[C:3]([N+:16]([O-])=O)=[CH:4][C:5]([N+:13]([O-])=O)=[C:6](/[CH:8]=[CH:9]/N(C)C)[CH:7]=1, predict the reaction product. The product is: [Cl:1][C:2]1[CH:7]=[C:6]2[C:5](=[CH:4][C:3]=1[NH2:16])[NH:13][CH:9]=[CH:8]2. (7) Given the reactants C([O:3][C:4]([C:6]1[N:7]([C:26]2[CH:31]=[CH:30][C:29]([O:32][CH:33]([CH3:35])[CH3:34])=[CH:28][CH:27]=2)[C:8]2[C:13]([C:14]=1[Cl:15])=[CH:12][C:11]([C:16]1[CH:21]=[CH:20][C:19]([C:22]([F:25])([F:24])[F:23])=[CH:18][N:17]=1)=[CH:10][CH:9]=2)=[O:5])C.[OH-].[Na+].Cl, predict the reaction product. The product is: [Cl:15][C:14]1[C:13]2[C:8](=[CH:9][CH:10]=[C:11]([C:16]3[CH:21]=[CH:20][C:19]([C:22]([F:23])([F:25])[F:24])=[CH:18][N:17]=3)[CH:12]=2)[N:7]([C:26]2[CH:31]=[CH:30][C:29]([O:32][CH:33]([CH3:34])[CH3:35])=[CH:28][CH:27]=2)[C:6]=1[C:4]([OH:5])=[O:3]. (8) Given the reactants F[C:2]1[CH:7]=[CH:6][C:5]([N+:8]([O-:10])=[O:9])=[CH:4][CH:3]=1.[OH:11][C@H:12]1[CH2:16][CH2:15][NH:14][C@@H:13]1[C:17]([OH:19])=[O:18].C(=O)([O-])[O-].[K+].[K+].[Cl-].[Na+].Cl, predict the reaction product. The product is: [OH:11][CH:12]1[CH2:16][CH2:15][N:14]([C:2]2[CH:7]=[CH:6][C:5]([N+:8]([O-:10])=[O:9])=[CH:4][CH:3]=2)[CH:13]1[C:17]([OH:19])=[O:18].